This data is from Ames mutagenicity test results for genotoxicity prediction. The task is: Regression/Classification. Given a drug SMILES string, predict its toxicity properties. Task type varies by dataset: regression for continuous values (e.g., LD50, hERG inhibition percentage) or binary classification for toxic/non-toxic outcomes (e.g., AMES mutagenicity, cardiotoxicity, hepatotoxicity). Dataset: ames. (1) The molecule is CCC(C)OS(C)(=O)=O. The result is 1 (mutagenic). (2) The compound is NC(CCC(=O)NC(CS/C(Cl)=C/Cl)C(=O)NCC(=O)O)C(=O)O. The result is 1 (mutagenic). (3) The molecule is Oc1ccc2[nH]ccc2c1. The result is 0 (non-mutagenic).